The task is: Regression. Given a peptide amino acid sequence and an MHC pseudo amino acid sequence, predict their binding affinity value. This is MHC class I binding data.. This data is from Peptide-MHC class I binding affinity with 185,985 pairs from IEDB/IMGT. (1) The peptide sequence is GPATAQMAL. The MHC is HLA-B15:01 with pseudo-sequence HLA-B15:01. The binding affinity (normalized) is 0.0847. (2) The peptide sequence is LMMATIGIAL. The MHC is HLA-B15:01 with pseudo-sequence HLA-B15:01. The binding affinity (normalized) is 0.827. (3) The peptide sequence is RRATAILRK. The MHC is HLA-A30:01 with pseudo-sequence HLA-A30:01. The binding affinity (normalized) is 0.262. (4) The peptide sequence is LENFRAYVDG. The binding affinity (normalized) is 0.286. The MHC is HLA-B40:02 with pseudo-sequence HLA-B40:02.